Dataset: Full USPTO retrosynthesis dataset with 1.9M reactions from patents (1976-2016). Task: Predict the reactants needed to synthesize the given product. (1) Given the product [Cl:3][C:4]1[C:9]([CH2:10][C:12](=[O:17])[C:13]([CH3:16])([CH3:15])[CH3:14])=[CH:8][CH:7]=[CH:6][N:5]=1, predict the reactants needed to synthesize it. The reactants are: [Li+].[Cl-].[Cl:3][C:4]1[C:9]([CH2:10]Cl)=[CH:8][CH:7]=[CH:6][N:5]=1.[C:12](Cl)(=[O:17])[C:13]([CH3:16])([CH3:15])[CH3:14]. (2) The reactants are: [OH:1][N:2]=[C:3]([NH2:10])[C:4]1[CH:9]=[CH:8][CH:7]=[N:6][CH:5]=1.[F:11][C:12]1[CH:13]=[C:14]([CH:18]=[CH:19][C:20]=1[OH:21])[C:15](O)=O.N. Given the product [F:11][C:12]1[CH:13]=[C:14]([C:15]2[O:1][N:2]=[C:3]([C:4]3[CH:5]=[N:6][CH:7]=[CH:8][CH:9]=3)[N:10]=2)[CH:18]=[CH:19][C:20]=1[OH:21], predict the reactants needed to synthesize it. (3) Given the product [CH2:25]([NH:27][C:28]([NH:1][C:2]1[CH:3]=[C:4]([CH:21]=[CH:22][C:23]=1[CH3:24])[O:5][C:6]1[CH:7]=[CH:8][C:9]2[N:10]([CH:12]=[C:13]([NH:15][C:16]([CH:18]3[CH2:20][CH2:19]3)=[O:17])[N:14]=2)[N:11]=1)=[O:29])[CH3:26], predict the reactants needed to synthesize it. The reactants are: [NH2:1][C:2]1[CH:3]=[C:4]([CH:21]=[CH:22][C:23]=1[CH3:24])[O:5][C:6]1[CH:7]=[CH:8][C:9]2[N:10]([CH:12]=[C:13]([NH:15][C:16]([CH:18]3[CH2:20][CH2:19]3)=[O:17])[N:14]=2)[N:11]=1.[CH2:25]([N:27]=[C:28]=[O:29])[CH3:26]. (4) Given the product [F:16][C:13]1[CH:14]=[C:15]2[C:10](=[CH:11][CH:12]=1)[N:9]([NH:17][C:18]([C:20]1[C:21]([CH3:32])=[N:22][C:23]([C:26]3[CH:31]=[CH:30][CH:29]=[CH:28][N:27]=3)=[N:24][CH:25]=1)=[O:19])[CH:8]=[C:7]2[C:4]([CH3:6])([CH3:5])[C:3]([OH:33])=[O:2], predict the reactants needed to synthesize it. The reactants are: C[O:2][C:3](=[O:33])[C:4]([C:7]1[C:15]2[C:10](=[CH:11][CH:12]=[C:13]([F:16])[CH:14]=2)[N:9]([NH:17][C:18]([C:20]2[C:21]([CH3:32])=[N:22][C:23]([C:26]3[CH:31]=[CH:30][CH:29]=[CH:28][N:27]=3)=[N:24][CH:25]=2)=[O:19])[CH:8]=1)([CH3:6])[CH3:5].[OH-].[Na+]. (5) Given the product [CH3:28][NH:30][C:33]([N:11]1[CH2:12][CH2:13][C:14]2[N:6]([CH2:5][C:4]3[CH:23]=[CH:24][C:25]([F:27])=[CH:26][C:3]=3[F:2])[N:7]=[C:8]([C:15]3[CH:22]=[CH:21][CH:20]=[C:17]([C:18]#[N:19])[CH:16]=3)[C:9]=2[CH2:10]1)=[O:37], predict the reactants needed to synthesize it. The reactants are: Cl.[F:2][C:3]1[CH:26]=[C:25]([F:27])[CH:24]=[CH:23][C:4]=1[CH2:5][N:6]1[C:14]2[CH2:13][CH2:12][NH:11][CH2:10][C:9]=2[C:8]([C:15]2[CH:16]=[C:17]([CH:20]=[CH:21][CH:22]=2)[C:18]#[N:19])=[N:7]1.[CH2:28]([N:30]([CH2:33]C)CC)C.CN.[O:37]1CCCC1. (6) Given the product [F:11][C:12]1[CH:17]=[CH:16][CH:15]=[CH:14][C:13]=1[C:18]1[CH:19]=[C:20]([OH:21])[N:1]([C:3]2[CH:8]=[C:7]([C:9]#[N:10])[CH:6]=[CH:5][N:4]=2)[N:2]=1, predict the reactants needed to synthesize it. The reactants are: [NH:1]([C:3]1[CH:8]=[C:7]([C:9]#[N:10])[CH:6]=[CH:5][N:4]=1)[NH2:2].[F:11][C:12]1[CH:17]=[CH:16][CH:15]=[CH:14][C:13]=1[C:18](=O)[CH2:19][C:20](OCC)=[O:21]. (7) Given the product [CH3:79][N:77]([CH2:76][C:70]1[CH:71]=[C:72]([OH:75])[CH:73]=[CH:74][C:69]=1[C:65]1[CH:66]=[CH:67][CH:68]=[C:63]([N:53]2[C:54]3[N:61]=[CH:60][C:59]([F:62])=[CH:58][C:55]=3[C:56](=[O:57])[N:51]([C@@H:48]3[CH2:49][CH2:50][C@H:45]([NH:44][C:8]([C:4]4[CH:5]=[C:6]([CH3:7])[N:2]([CH3:1])[N:3]=4)=[O:10])[CH2:46][CH2:47]3)[C:52]2=[O:80])[CH:64]=1)[CH3:78], predict the reactants needed to synthesize it. The reactants are: [CH3:1][N:2]1[C:6]([CH3:7])=[CH:5][C:4]([C:8]([OH:10])=O)=[N:3]1.C(N(CC)C(C)C)(C)C.F[P-](F)(F)(F)(F)F.N1(OC(N(C)C)=[N+](C)C)C2N=CC=CC=2N=N1.[NH2:44][C@@H:45]1[CH2:50][CH2:49][C@H:48]([N:51]2[C:56](=[O:57])[C:55]3[CH:58]=[C:59]([F:62])[CH:60]=[N:61][C:54]=3[N:53]([C:63]3[CH:64]=[C:65]([C:69]4[CH:74]=[CH:73][C:72]([OH:75])=[CH:71][C:70]=4[CH2:76][N:77]([CH3:79])[CH3:78])[CH:66]=[CH:67][CH:68]=3)[C:52]2=[O:80])[CH2:47][CH2:46]1. (8) Given the product [OH:6][C@H:5]([CH2:4][OH:3])[CH2:7][O:8][C:9]1[CH:10]=[C:11]([CH3:41])[C:12]([C:16]2[CH:21]=[CH:20][CH:19]=[C:18]([CH2:22][NH:23][C:24]3[CH:25]=[C:26]4[C:30](=[CH:31][CH:32]=3)[CH:29]([CH2:33][C:34]([O-:36])=[O:35])[C:28]3([CH2:39][CH2:38]3)[CH2:27]4)[C:17]=2[CH3:40])=[C:13]([CH3:15])[CH:14]=1.[Na+:45], predict the reactants needed to synthesize it. The reactants are: CC1(C)[O:6][C@@H:5]([CH2:7][O:8][C:9]2[CH:14]=[C:13]([CH3:15])[C:12]([C:16]3[CH:21]=[CH:20][CH:19]=[C:18]([CH2:22][NH:23][C:24]4[CH:25]=[C:26]5[C:30](=[CH:31][CH:32]=4)[CH:29]([CH2:33][C:34]([O:36]C)=[O:35])[C:28]4([CH2:39][CH2:38]4)[CH2:27]5)[C:17]=3[CH3:40])=[C:11]([CH3:41])[CH:10]=2)[CH2:4][O:3]1.Cl.[OH-].[Na+:45].C(O)(=O)CC(CC(O)=O)(C(O)=O)O.